This data is from Catalyst prediction with 721,799 reactions and 888 catalyst types from USPTO. The task is: Predict which catalyst facilitates the given reaction. (1) Product: [Br:11][C:12]1[S:16][CH:15]=[C:14]([C:17]([OH:22])([CH3:18])[C:19](=[O:21])[CH3:20])[CH:13]=1. Reactant: C(Cl)(=O)C(Cl)=O.CS(C)=O.[Br:11][C:12]1[S:16][CH:15]=[C:14]([C:17]([OH:22])([CH:19]([OH:21])[CH3:20])[CH3:18])[CH:13]=1.C(N(CC)CC)C. The catalyst class is: 34. (2) Reactant: [C:1]1([C:11]([OH:13])=O)[C:10]2[C:5](=[CH:6][CH:7]=[CH:8][CH:9]=2)[CH:4]=[CH:3][N:2]=1.C(N1C=CN=C1)(N1C=CN=C1)=O.Cl.[CH3:27][C@H:28]1[CH2:33][CH2:32][C@H:31]([NH2:34])[CH2:30][CH2:29]1.C(N(CC)C(C)C)(C)C. Product: [CH3:27][C@H:28]1[CH2:33][CH2:32][C@H:31]([NH:34][C:11]([C:1]2[C:10]3[C:5](=[CH:6][CH:7]=[CH:8][CH:9]=3)[CH:4]=[CH:3][N:2]=2)=[O:13])[CH2:30][CH2:29]1. The catalyst class is: 42. (3) Reactant: C1(S([N:10]2[C:14]3[CH:15]=[N:16][C:17]([C:37]#[N:38])=[C:18]([O:19][CH:20]4[CH2:23][N:22](C(C5C=CC=CC=5)C5C=CC=CC=5)[CH2:21]4)[C:13]=3[C:12]3[CH:39]=[C:40]([C:43]4[CH:44]=[N:45][N:46]([CH3:48])[CH:47]=4)[CH:41]=[N:42][C:11]2=3)(=O)=O)C=CC=CC=1.ClC(OC(Cl)C)=O. Product: [NH:22]1[CH2:21][CH:20]([O:19][C:18]2[C:13]3[C:12]4[CH:39]=[C:40]([C:43]5[CH:44]=[N:45][N:46]([CH3:48])[CH:47]=5)[CH:41]=[N:42][C:11]=4[NH:10][C:14]=3[CH:15]=[N:16][C:17]=2[C:37]#[N:38])[CH2:23]1. The catalyst class is: 100. (4) Reactant: [O:1]=[C:2]1[CH:11]([NH:12]C(=O)OC(C)(C)C)[CH2:10][C:9]2[C:4](=[C:5]([N:20]3[CH2:24][CH2:23][CH2:22][C:21]3=[O:25])[CH:6]=[CH:7][CH:8]=2)[N:3]1[CH2:26][C:27]1[CH:31]=[CH:30][S:29][CH:28]=1.Cl.[OH-].[Na+]. Product: [NH2:12][CH:11]1[CH2:10][C:9]2[C:4](=[C:5]([N:20]3[CH2:24][CH2:23][CH2:22][C:21]3=[O:25])[CH:6]=[CH:7][CH:8]=2)[N:3]([CH2:26][C:27]2[CH:31]=[CH:30][S:29][CH:28]=2)[C:2]1=[O:1]. The catalyst class is: 8.